The task is: Regression. Given two drug SMILES strings and cell line genomic features, predict the synergy score measuring deviation from expected non-interaction effect.. This data is from NCI-60 drug combinations with 297,098 pairs across 59 cell lines. (1) Drug 2: C1CCC(C(C1)N)N.C(=O)(C(=O)[O-])[O-].[Pt+4]. Synergy scores: CSS=56.7, Synergy_ZIP=3.31, Synergy_Bliss=2.79, Synergy_Loewe=-25.5, Synergy_HSA=1.72. Cell line: NCI-H226. Drug 1: CC=C1C(=O)NC(C(=O)OC2CC(=O)NC(C(=O)NC(CSSCCC=C2)C(=O)N1)C(C)C)C(C)C. (2) Drug 1: CCCCC(=O)OCC(=O)C1(CC(C2=C(C1)C(=C3C(=C2O)C(=O)C4=C(C3=O)C=CC=C4OC)O)OC5CC(C(C(O5)C)O)NC(=O)C(F)(F)F)O. Drug 2: CC1CCCC2(C(O2)CC(NC(=O)CC(C(C(=O)C(C1O)C)(C)C)O)C(=CC3=CSC(=N3)C)C)C. Cell line: SK-MEL-28. Synergy scores: CSS=55.6, Synergy_ZIP=0.0460, Synergy_Bliss=-0.909, Synergy_Loewe=-2.74, Synergy_HSA=0.751. (3) Drug 1: CC12CCC(CC1=CCC3C2CCC4(C3CC=C4C5=CN=CC=C5)C)O. Drug 2: CCN(CC)CCCC(C)NC1=C2C=C(C=CC2=NC3=C1C=CC(=C3)Cl)OC. Cell line: M14. Synergy scores: CSS=30.7, Synergy_ZIP=4.98, Synergy_Bliss=11.3, Synergy_Loewe=10.7, Synergy_HSA=10.1. (4) Drug 1: CC(C1=C(C=CC(=C1Cl)F)Cl)OC2=C(N=CC(=C2)C3=CN(N=C3)C4CCNCC4)N. Synergy scores: CSS=72.6, Synergy_ZIP=0.621, Synergy_Bliss=0.897, Synergy_Loewe=-4.88, Synergy_HSA=0.933. Cell line: MOLT-4. Drug 2: C1=NC2=C(N=C(N=C2N1C3C(C(C(O3)CO)O)F)Cl)N. (5) Drug 1: CCCS(=O)(=O)NC1=C(C(=C(C=C1)F)C(=O)C2=CNC3=C2C=C(C=N3)C4=CC=C(C=C4)Cl)F. Drug 2: COCCOC1=C(C=C2C(=C1)C(=NC=N2)NC3=CC=CC(=C3)C#C)OCCOC.Cl. Cell line: PC-3. Synergy scores: CSS=5.97, Synergy_ZIP=-0.00994, Synergy_Bliss=2.41, Synergy_Loewe=1.02, Synergy_HSA=1.03. (6) Drug 1: CC(C)NC(=O)C1=CC=C(C=C1)CNNC.Cl. Drug 2: COC1=C2C(=CC3=C1OC=C3)C=CC(=O)O2. Cell line: OVCAR-4. Synergy scores: CSS=-2.71, Synergy_ZIP=1.78, Synergy_Bliss=0.590, Synergy_Loewe=-1.19, Synergy_HSA=-2.58. (7) Drug 1: C1CC(=O)NC(=O)C1N2CC3=C(C2=O)C=CC=C3N. Drug 2: CCCS(=O)(=O)NC1=C(C(=C(C=C1)F)C(=O)C2=CNC3=C2C=C(C=N3)C4=CC=C(C=C4)Cl)F. Cell line: SK-OV-3. Synergy scores: CSS=1.05, Synergy_ZIP=-0.777, Synergy_Bliss=-0.505, Synergy_Loewe=-1.38, Synergy_HSA=-1.11.